From a dataset of Forward reaction prediction with 1.9M reactions from USPTO patents (1976-2016). Predict the product of the given reaction. (1) Given the reactants I[C:2]1[C:10]2[C:5](=[CH:6][CH:7]=[C:8]([C:11]3[O:15][C:14]([NH:16][CH:17]([CH3:19])[CH3:18])=[N:13][N:12]=3)[CH:9]=2)[N:4]([S:20]([C:23]2[CH:29]=[CH:28][C:26]([CH3:27])=[CH:25][CH:24]=2)(=[O:22])=[O:21])[CH:3]=1.[CH3:30][O:31][C:32]1[CH:53]=[CH:52][C:35]([CH2:36][O:37][C:38]2[CH:43]=[C:42]([Sn](C)(C)C)[N:41]=[C:40]([S:48]([CH3:51])(=[O:50])=[O:49])[N:39]=2)=[CH:34][CH:33]=1, predict the reaction product. The product is: [CH:17]([NH:16][C:14]1[O:15][C:11]([C:8]2[CH:9]=[C:10]3[C:5](=[CH:6][CH:7]=2)[N:4]([S:20]([C:23]2[CH:24]=[CH:25][C:26]([CH3:27])=[CH:28][CH:29]=2)(=[O:22])=[O:21])[CH:3]=[C:2]3[C:42]2[CH:43]=[C:38]([O:37][CH2:36][C:35]3[CH:34]=[CH:33][C:32]([O:31][CH3:30])=[CH:53][CH:52]=3)[N:39]=[C:40]([S:48]([CH3:51])(=[O:50])=[O:49])[N:41]=2)=[N:12][N:13]=1)([CH3:18])[CH3:19]. (2) Given the reactants [Cl:1][C:2]1[C:3]2[C:7]([CH:8]=[C:9]([C:11]([F:14])([F:13])[F:12])[CH:10]=1)=[N:6][N:5]1[C:15]([CH:20]3[CH2:25][CH2:24][N:23](C(OC(C)(C)C)=O)[CH2:22][CH2:21]3)=[CH:16][C:17](=[O:19])[NH:18][C:4]=21.Cl, predict the reaction product. The product is: [ClH:1].[Cl:1][C:2]1[C:3]2[C:7]([CH:8]=[C:9]([C:11]([F:13])([F:14])[F:12])[CH:10]=1)=[N:6][N:5]1[C:15]([CH:20]3[CH2:21][CH2:22][NH:23][CH2:24][CH2:25]3)=[CH:16][C:17](=[O:19])[NH:18][C:4]=21. (3) Given the reactants [NH2:1][C:2]([NH2:4])=[S:3].Br[CH2:6][C:7]([C:9]1[C:10]([F:30])=[C:11]([N:15]([CH2:27][O:28][CH3:29])[S:16]([C:19]2[CH:24]=[C:23]([F:25])[CH:22]=[CH:21][C:20]=2[F:26])(=[O:18])=[O:17])[CH:12]=[CH:13][CH:14]=1)=O, predict the reaction product. The product is: [NH2:1][C:2]1[S:3][CH:6]=[C:7]([C:9]2[C:10]([F:30])=[C:11]([N:15]([CH2:27][O:28][CH3:29])[S:16]([C:19]3[CH:24]=[C:23]([F:25])[CH:22]=[CH:21][C:20]=3[F:26])(=[O:18])=[O:17])[CH:12]=[CH:13][CH:14]=2)[N:4]=1. (4) Given the reactants Cl.[Cl:2][C:3]1[CH:8]=[CH:7][C:6]([C:9]2[S:13][C:12]([C@@H:14]([NH:16]C(=O)OC(C)(C)C)[CH3:15])=[N:11][N:10]=2)=[CH:5][CH:4]=1, predict the reaction product. The product is: [Cl:2][C:3]1[CH:4]=[CH:5][C:6]([C:9]2[S:13][C:12]([C@@H:14]([NH2:16])[CH3:15])=[N:11][N:10]=2)=[CH:7][CH:8]=1. (5) Given the reactants Br[C:2]1[CH:3]=[N:4][C:5]2[C:10]([CH:11]=1)=[CH:9][C:8]([NH2:12])=[CH:7][CH:6]=2.[CH3:13][O-:14].[Na+], predict the reaction product. The product is: [CH3:13][O:14][C:2]1[CH:3]=[N:4][C:5]2[C:10]([CH:11]=1)=[CH:9][C:8]([NH2:12])=[CH:7][CH:6]=2. (6) Given the reactants FC(F)(F)C(O)=O.F[C@@H]1[C@@H](C2C=CC(O)=CC=2)CCNC1.C([O-])([O-])=O.[K+].[K+].Br[CH:29]1[CH2:33][CH2:32][N:31]([C:34]2[CH:39]=[CH:38][C:37]([CH3:40])=[C:36]([F:41])[CH:35]=2)[C:30]1=[O:42].CCOC(C)=O, predict the reaction product. The product is: [F:41][C:36]1[CH:35]=[C:34]([N:31]2[CH2:32][CH2:33][CH2:29][C:30]2=[O:42])[CH:39]=[CH:38][C:37]=1[CH3:40]. (7) Given the reactants [CH2:1]([N:8]([CH2:14]OC)[CH2:9][Si](C)(C)C)[C:2]1[CH:7]=[CH:6][CH:5]=[CH:4][CH:3]=1.[Si:17]([O:24][CH2:25][C@H:26]([CH3:30])/[CH:27]=[CH:28]/[CH3:29])([C:20]([CH3:23])([CH3:22])[CH3:21])([CH3:19])[CH3:18].FC(F)(F)[C:33](O)=[O:34].O.C(=O)(O)[O-:40].[Na+], predict the reaction product. The product is: [CH3:33][O:34][C:29]([CH:28]1[CH:27]([C@@H:26]([CH3:30])[CH2:25][O:24][Si:17]([C:20]([CH3:21])([CH3:22])[CH3:23])([CH3:19])[CH3:18])[CH2:9][N:8]([CH2:1][C:2]2[CH:3]=[CH:4][CH:5]=[CH:6][CH:7]=2)[CH2:14]1)=[O:40]. (8) Given the reactants Br[C:2]1[N:3]=[CH:4][N:5]([CH3:7])[CH:6]=1.[CH3:8][N:9]1[CH2:14][CH2:13][N:12]([C:15]2[CH:20]=[CH:19][C:18]([NH:21][C:22]3[N:27]=[CH:26][C:25]4=[CH:28][CH:29]=[C:30](B5OC(C)(C)C(C)(C)O5)[N:24]4[N:23]=3)=[CH:17][CH:16]=2)[CH2:11][CH2:10]1, predict the reaction product. The product is: [CH3:7][N:5]1[CH:6]=[C:2]([C:30]2[N:24]3[C:25]([CH:26]=[N:27][C:22]([NH:21][C:18]4[CH:19]=[CH:20][C:15]([N:12]5[CH2:13][CH2:14][N:9]([CH3:8])[CH2:10][CH2:11]5)=[CH:16][CH:17]=4)=[N:23]3)=[CH:28][CH:29]=2)[N:3]=[CH:4]1. (9) Given the reactants [CH3:1][C:2]1[S:6][C:5]([C:7]2[CH:12]=[CH:11][N:10]=[CH:9][C:8]=2[N:13]2[CH2:18][CH2:17][CH:16]([C:19]([O:21]CC)=[O:20])[CH2:15][CH2:14]2)=[N:4][CH:3]=1.[OH-].[Na+].Cl, predict the reaction product. The product is: [CH3:1][C:2]1[S:6][C:5]([C:7]2[CH:12]=[CH:11][N:10]=[CH:9][C:8]=2[N:13]2[CH2:14][CH2:15][CH:16]([C:19]([OH:21])=[O:20])[CH2:17][CH2:18]2)=[N:4][CH:3]=1.